This data is from Catalyst prediction with 721,799 reactions and 888 catalyst types from USPTO. The task is: Predict which catalyst facilitates the given reaction. (1) Reactant: [CH3:1][C:2]1[C:6]2[CH:7]=[CH:8][C:9]([C:11]([F:14])([F:13])[F:12])=[CH:10][C:5]=2[S:4][C:3]=1[CH:15]([CH2:22][CH2:23][CH3:24])[CH2:16][C:17](OCC)=[O:18].[H-].C([Al+]CC(C)C)C(C)C.O. Product: [CH3:1][C:2]1[C:6]2[CH:7]=[CH:8][C:9]([C:11]([F:14])([F:12])[F:13])=[CH:10][C:5]=2[S:4][C:3]=1[CH:15]([CH2:22][CH2:23][CH3:24])[CH2:16][CH2:17][OH:18]. The catalyst class is: 182. (2) Reactant: [CH2:1]([N:8]([CH2:28][C:29]([CH2:31]Cl)=[CH2:30])[C@@H:9]([CH2:20][C:21]([O:23][C:24]([CH3:27])([CH3:26])[CH3:25])=[O:22])[C:10]([O:12][CH2:13][C:14]1[CH:19]=[CH:18][CH:17]=[CH:16][CH:15]=1)=[O:11])[C:2]1[CH:7]=[CH:6][CH:5]=[CH:4][CH:3]=1.[Na+].[I-:34]. Product: [CH2:1]([N:8]([CH2:28][C:29]([CH2:31][I:34])=[CH2:30])[C@@H:9]([CH2:20][C:21]([O:23][C:24]([CH3:27])([CH3:26])[CH3:25])=[O:22])[C:10]([O:12][CH2:13][C:14]1[CH:19]=[CH:18][CH:17]=[CH:16][CH:15]=1)=[O:11])[C:2]1[CH:7]=[CH:6][CH:5]=[CH:4][CH:3]=1. The catalyst class is: 21. (3) Reactant: [CH3:1][O:2][C:3](=[O:36])[CH2:4][C:5]1[CH:10]=[C:9]([C:11]2[CH:16]=[CH:15][C:14]([C:17]([F:20])([F:19])[F:18])=[CH:13][CH:12]=2)[N:8]=[C:7]([N:21]([CH2:32][CH:33]([CH3:35])[CH3:34])[C:22]2[CH:27]=[CH:26][C:25]([C:28]([F:31])([F:30])[F:29])=[CH:24][CH:23]=2)[CH:6]=1.C[Si]([N-][Si](C)(C)C)(C)C.[K+].Br[CH2:48][C:49]([CH3:51])=[CH2:50]. Product: [CH3:1][O:2][C:3](=[O:36])[CH:4]([C:5]1[CH:10]=[C:9]([C:11]2[CH:12]=[CH:13][C:14]([C:17]([F:19])([F:20])[F:18])=[CH:15][CH:16]=2)[N:8]=[C:7]([N:21]([CH2:32][CH:33]([CH3:34])[CH3:35])[C:22]2[CH:27]=[CH:26][C:25]([C:28]([F:31])([F:29])[F:30])=[CH:24][CH:23]=2)[CH:6]=1)[CH2:50][C:49]([CH3:51])=[CH2:48]. The catalyst class is: 1. (4) Reactant: [NH:1]1[C:5]2[CH:6]=[CH:7][CH:8]=[CH:9][C:4]=2[N:3]=[C:2]1[CH2:10][NH:11][C:12]1[N:17]=[C:16](S(C)(=O)=O)[N:15]=[C:14]([O:22][C:23]2[CH:28]=[CH:27][C:26]([O:29][CH3:30])=[CH:25][C:24]=2[Cl:31])[CH:13]=1.[C:32]([N:35]1[CH2:40][CH2:39][NH:38][CH2:37][CH2:36]1)(=[O:34])[CH3:33]. Product: [NH:1]1[C:5]2[CH:6]=[CH:7][CH:8]=[CH:9][C:4]=2[N:3]=[C:2]1[CH2:10][NH:11][C:12]1[CH:13]=[C:14]([O:22][C:23]2[CH:28]=[CH:27][C:26]([O:29][CH3:30])=[CH:25][C:24]=2[Cl:31])[N:15]=[C:16]([N:38]2[CH2:39][CH2:40][N:35]([C:32](=[O:34])[CH3:33])[CH2:36][CH2:37]2)[N:17]=1. The catalyst class is: 3. (5) Reactant: C([O:3][C:4](=[O:38])[C:5]([CH3:37])([CH3:36])[NH:6][C:7](=[O:35])[C:8]1[CH:13]=[CH:12][C:11]([C:14]2[C:23]3[C:18](=[CH:19][C:20]([O:29][CH2:30][CH3:31])=[C:21]4[O:26][C:25]([CH3:28])([CH3:27])[CH2:24][C:22]4=3)[CH2:17][C:16]([CH3:33])([CH3:32])[N:15]=2)=[CH:10][C:9]=1[NH2:34])C.[OH-].[Na+]. Product: [NH2:34][C:9]1[CH:10]=[C:11]([C:14]2[C:23]3[C:18](=[CH:19][C:20]([O:29][CH2:30][CH3:31])=[C:21]4[O:26][C:25]([CH3:28])([CH3:27])[CH2:24][C:22]4=3)[CH2:17][C:16]([CH3:32])([CH3:33])[N:15]=2)[CH:12]=[CH:13][C:8]=1[C:7]([NH:6][C:5]([CH3:37])([C:4]([OH:38])=[O:3])[CH3:36])=[O:35]. The catalyst class is: 5. (6) The catalyst class is: 6. Product: [CH:22]1[C:17]2[C:16]3[CH2:23][CH2:24][CH:25]=[CH:26][C:15]=3[CH:14]=[CH:13][C:12](=[CH:11][C:10]([NH:9][CH2:8][CH2:7][CH2:6][CH2:5][CH2:4][C:3]([OH:28])=[O:2])=[O:27])[C:18]=2[CH:19]=[CH:20][CH:21]=1. Reactant: C[O:2][C:3](=[O:28])[CH2:4][CH2:5][CH2:6][CH2:7][CH2:8][NH:9][C:10](=[O:27])[CH:11]=[C:12]1[C:18]2[CH:19]=[CH:20][CH:21]=[CH:22][C:17]=2[C:16]2[CH2:23][CH2:24][CH:25]=[CH:26][C:15]=2[CH:14]=[CH:13]1.CO.[Li+].[OH-].Cl. (7) Reactant: [Si:1]([O:8][C@@H:9]1[C@@H:13]([CH2:14][O:15][Si:16]([C:19]([CH3:22])([CH3:21])[CH3:20])([CH3:18])[CH3:17])[O:12][C@@H:11]([N:23]2[C:41]3[N:40]=[CH:39][N:38]=[C:27]([O:28][C:29]4[CH:34]=[CH:33][C:32]([N+:35]([O-])=O)=[CH:31][CH:30]=4)[C:26]=3[N:25]=[CH:24]2)[CH2:10]1)([C:4]([CH3:7])([CH3:6])[CH3:5])([CH3:3])[CH3:2].N1(OC2C3N=CN(C=3N=CN=2)[C@@H]2O[C@H](CO[Si](C(C)(C)C)(C)C)[C@@H](O[Si](C(C)(C)C)(C)C)C2)C2C=CC=C[C:45]=2N=N1.C(C1C=C(O)C=CC=1)#N.C([O-])([O-])=O.[Cs+].[Cs+]. Product: [Si:16]([O:15][C@@H:14]1[C@@H:13]([CH2:9][O:8][Si:1]([C:4]([CH3:7])([CH3:5])[CH3:6])([CH3:2])[CH3:3])[O:12][C@@H:11]([N:23]2[C:41]3[N:40]=[CH:39][N:38]=[C:27]([O:28][C:29]4[CH:34]=[CH:33][CH:45]=[C:31]([C:32]#[N:35])[CH:30]=4)[C:26]=3[N:25]=[CH:24]2)[CH2:10]1)([C:19]([CH3:21])([CH3:22])[CH3:20])([CH3:18])[CH3:17]. The catalyst class is: 57. (8) Reactant: [CH3:1][S:2][C:3]1[CH:8]=[C:7]([C:9]2[S:10][C:11]3[CH:19]=[CH:18][CH:17]=[CH:16][C:12]=3[C:13](=[O:15])[N:14]=2)[N:6]=[C:5]([CH2:20][CH2:21][C:22]([O:24][C:25]([CH3:28])([CH3:27])[CH3:26])=[O:23])[CH:4]=1.ClC1C=CC=C(C(OO)=[O:37])C=1. Product: [CH3:1][S:2]([C:3]1[CH:8]=[C:7]([C:9]2[S:10][C:11]3[CH:19]=[CH:18][CH:17]=[CH:16][C:12]=3[C:13](=[O:15])[N:14]=2)[N:6]=[C:5]([CH2:20][CH2:21][C:22]([O:24][C:25]([CH3:28])([CH3:27])[CH3:26])=[O:23])[CH:4]=1)=[O:37]. The catalyst class is: 22. (9) Reactant: [OH:1][CH2:2][CH:3]1[CH2:8][CH2:7][CH:6]([CH2:9][NH:10][C:11](=[O:13])[CH3:12])[CH2:5][CH2:4]1.[Si:14](Cl)([C:17]([CH3:20])([CH3:19])[CH3:18])([CH3:16])[CH3:15].C(N(CC)CC)C. Product: [Si:14]([O:1][CH2:2][CH:3]1[CH2:8][CH2:7][CH:6]([CH2:9][NH:10][C:11](=[O:13])[CH3:12])[CH2:5][CH2:4]1)([C:17]([CH3:20])([CH3:19])[CH3:18])([CH3:16])[CH3:15]. The catalyst class is: 4. (10) Reactant: [Cl:1][C:2]1[CH:7]=[CH:6][C:5]([C:8]2[S:9][C:10]([C:20]([C:22]3[O:23][CH:24]=[CH:25][CH:26]=3)=[O:21])=[CH:11][C:12]=2[CH2:13][C:14]([O:16]C(C)C)=[O:15])=[C:4]([F:27])[CH:3]=1.[OH-].[Na+]. Product: [Cl:1][C:2]1[CH:7]=[CH:6][C:5]([C:8]2[S:9][C:10]([C:20]([C:22]3[O:23][CH:24]=[CH:25][CH:26]=3)=[O:21])=[CH:11][C:12]=2[CH2:13][C:14]([OH:16])=[O:15])=[C:4]([F:27])[CH:3]=1. The catalyst class is: 32.